Predict the reaction yield, written as a fraction of the theoretical maximum amount of product (1.0 means a 100% yield; for example, 0.34 means a 34% yield). From a dataset of Reaction yield outcomes from USPTO patents with 853,638 reactions. (1) The reactants are [NH2:1][C:2]1[C:3]2[C:10]([C:11]3[CH:16]=[CH:15][C:14]([CH3:17])=[CH:13][CH:12]=3)=[C:9]([CH:18]=O)[N:8]([CH2:20][CH2:21][CH2:22][O:23][Si](C(C)(C)C)(C)C)[C:4]=2[N:5]=[CH:6][N:7]=1.N1CCCCC1.[C:37]([CH2:39][C:40]([NH2:42])=[O:41])#[N:38]. The catalyst is C1COCC1.C(O)(C)C.C(OCC)(=O)C. The product is [NH2:1][C:2]1[C:3]2[C:10]([C:11]3[CH:16]=[CH:15][C:14]([CH3:17])=[CH:13][CH:12]=3)=[C:9]([CH:18]=[C:39]([C:37]#[N:38])[C:40]([NH2:42])=[O:41])[N:8]([CH2:20][CH2:21][CH2:22][OH:23])[C:4]=2[N:5]=[CH:6][N:7]=1. The yield is 0.420. (2) The reactants are [F:1][C:2]1[CH:3]=[C:4]([C:9](=[O:11])[CH3:10])[CH:5]=[CH:6][C:7]=1[CH3:8].[O:12]=[C:13]([C:19]([O:21][CH2:22][CH3:23])=[O:20])[C:14]([O:16][CH2:17][CH3:18])=[O:15]. No catalyst specified. The product is [CH2:17]([O:16][C:14]([C:13]([OH:12])([CH2:10][C:9]([C:4]1[CH:5]=[CH:6][C:7]([CH3:8])=[C:2]([F:1])[CH:3]=1)=[O:11])[C:19]([O:21][CH2:22][CH3:23])=[O:20])=[O:15])[CH3:18]. The yield is 0.793. (3) The reactants are Cl.Cl[CH2:3][C@@H:4]([OH:31])[CH2:5][NH:6][C:7]([C:9]1[CH:10]=[N:11][N:12]2[CH:17]=[CH:16][C:15]([N:18]3[CH2:22][CH2:21][CH2:20][C@@H:19]3[C:23]3[C:24](=[O:30])[NH:25][CH:26]=[C:27]([F:29])[CH:28]=3)=[N:14][C:13]=12)=[O:8].C([O-])([O-])=O.[Cs+].[Cs+]. The catalyst is CN(C=O)C. The product is [F:29][C:27]1[CH:28]=[C:23]2[C:24](=[O:30])[N:25]([CH:26]=1)[CH2:3][C@@H:4]([OH:31])[CH2:5][NH:6][C:7](=[O:8])[C:9]1=[C:13]3[N:14]=[C:15]([CH:16]=[CH:17][N:12]3[N:11]=[CH:10]1)[N:18]1[C@@H:19]2[CH2:20][CH2:21][CH2:22]1. The yield is 0.120.